Dataset: NCI-60 drug combinations with 297,098 pairs across 59 cell lines. Task: Regression. Given two drug SMILES strings and cell line genomic features, predict the synergy score measuring deviation from expected non-interaction effect. (1) Drug 1: C1CCN(CC1)CCOC2=CC=C(C=C2)C(=O)C3=C(SC4=C3C=CC(=C4)O)C5=CC=C(C=C5)O. Drug 2: CC1OCC2C(O1)C(C(C(O2)OC3C4COC(=O)C4C(C5=CC6=C(C=C35)OCO6)C7=CC(=C(C(=C7)OC)O)OC)O)O. Cell line: CCRF-CEM. Synergy scores: CSS=40.1, Synergy_ZIP=0.672, Synergy_Bliss=-3.87, Synergy_Loewe=-20.5, Synergy_HSA=-5.42. (2) Drug 1: C1CCC(CC1)NC(=O)N(CCCl)N=O. Drug 2: CN(C)N=NC1=C(NC=N1)C(=O)N. Cell line: HCC-2998. Synergy scores: CSS=9.85, Synergy_ZIP=-1.73, Synergy_Bliss=1.29, Synergy_Loewe=-3.40, Synergy_HSA=-0.732. (3) Drug 1: CC1=C(C=C(C=C1)NC(=O)C2=CC=C(C=C2)CN3CCN(CC3)C)NC4=NC=CC(=N4)C5=CN=CC=C5. Drug 2: C1=NC2=C(N=C(N=C2N1C3C(C(C(O3)CO)O)F)Cl)N. Cell line: LOX IMVI. Synergy scores: CSS=-8.64, Synergy_ZIP=5.78, Synergy_Bliss=4.58, Synergy_Loewe=-3.33, Synergy_HSA=-5.90. (4) Drug 1: C1=CC=C(C(=C1)C(C2=CC=C(C=C2)Cl)C(Cl)Cl)Cl. Drug 2: CC1C(C(CC(O1)OC2CC(CC3=C2C(=C4C(=C3O)C(=O)C5=C(C4=O)C(=CC=C5)OC)O)(C(=O)CO)O)N)O.Cl. Cell line: HOP-62. Synergy scores: CSS=41.0, Synergy_ZIP=-3.20, Synergy_Bliss=-4.60, Synergy_Loewe=-20.5, Synergy_HSA=-1.57. (5) Cell line: SW-620. Synergy scores: CSS=7.53, Synergy_ZIP=-3.49, Synergy_Bliss=-1.22, Synergy_Loewe=-1.68, Synergy_HSA=-2.86. Drug 1: C1CC(C1)(C(=O)O)C(=O)O.[NH2-].[NH2-].[Pt+2]. Drug 2: C1CN(CCN1C(=O)CCBr)C(=O)CCBr.